From a dataset of TCR-epitope binding with 47,182 pairs between 192 epitopes and 23,139 TCRs. Binary Classification. Given a T-cell receptor sequence (or CDR3 region) and an epitope sequence, predict whether binding occurs between them. (1) The epitope is HTTDPSFLGRY. The TCR CDR3 sequence is CASSLTPGQGTTGELFF. Result: 1 (the TCR binds to the epitope). (2) The epitope is LPPAYTNSF. The TCR CDR3 sequence is CASSETDLANEQFF. Result: 1 (the TCR binds to the epitope).